Dataset: Reaction yield outcomes from USPTO patents with 853,638 reactions. Task: Predict the reaction yield, written as a fraction of the theoretical maximum amount of product (1.0 means a 100% yield; for example, 0.34 means a 34% yield). (1) The reactants are [CH3:1][CH2:2][O:3][C:4]([C:6]1[N:7]([C:17]([O:19][C:20]([CH3:23])([CH3:22])[CH3:21])=[O:18])[C:8]2[C:13]([CH:14]=1)=[CH:12][C:11]([Cl:15])=[CH:10][C:9]=2[CH3:16])=[O:5].[Br:24]N1C(=O)CCC1=O.C(OOC(=O)C1C=CC=CC=1)(=O)C1C=CC=CC=1. The catalyst is C(Cl)(Cl)(Cl)Cl. The product is [CH3:1][CH2:2][O:3][C:4]([C:6]1[N:7]([C:17]([O:19][C:20]([CH3:22])([CH3:21])[CH3:23])=[O:18])[C:8]2[C:13]([CH:14]=1)=[CH:12][C:11]([Cl:15])=[CH:10][C:9]=2[CH2:16][Br:24])=[O:5]. The yield is 0.950. (2) The reactants are [C:1]([O:7][C@H:8]([CH3:25])[CH2:9][NH:10][C:11]([C@@H:13]([CH2:22][CH:23]=[CH2:24])[CH2:14][C:15]([O:17]C(C)(C)C)=O)=[O:12])(=[O:6])[CH2:2][CH2:3]C=C.C[C@@H]1CNC(=O)[C@H](CC(OC(C)(C)C)=O)CC=CCCC(=O)O1.FC(F)(F)C(O)=O.C[C@@H]1CNC(=O)[C@H](CC(O)=O)CC=CCCC(=O)O1.[Cl:75][C:76]1[CH:81]=[CH:80][C:79]([CH2:82][NH2:83])=[CH:78][CH:77]=1. The catalyst is C(Cl)Cl.CO.C(Cl)Cl. The product is [Cl:75][C:76]1[CH:81]=[CH:80][C:79]([CH2:82][NH:83][C:15](=[O:17])[CH2:14][C@@H:13]2[CH2:22][CH:23]=[CH:24][CH2:3][CH2:2][C:1](=[O:6])[O:7][C@H:8]([CH3:25])[CH2:9][NH:10][C:11]2=[O:12])=[CH:78][CH:77]=1. The yield is 0.760. (3) The reactants are [Cl:1][C:2]1[CH:10]=[C:9]2[C:5]([C:6]([C:11]([O:13][CH3:14])=[O:12])=[CH:7][NH:8]2)=[CH:4][C:3]=1B1OCC(C)(C)CO1.Br[C:24]1[CH:36]=[CH:35][C:27]([O:28][C@@H:29]2[CH2:33][CH2:32][CH2:31][C@H:30]2[OH:34])=[CH:26][CH:25]=1.C(=O)([O-])[O-].[K+].[K+].Cl. The catalyst is C(O)C.C1(C)C=CC=CC=1.C1C=CC(P(C2C=CC=CC=2)[C-]2C=CC=C2)=CC=1.C1C=CC(P(C2C=CC=CC=2)[C-]2C=CC=C2)=CC=1.Cl[Pd]Cl.[Fe+2]. The product is [Cl:1][C:2]1[CH:10]=[C:9]2[C:5]([C:6]([C:11]([O:13][CH3:14])=[O:12])=[CH:7][NH:8]2)=[CH:4][C:3]=1[C:24]1[CH:36]=[CH:35][C:27]([O:28][C@@H:29]2[CH2:33][CH2:32][CH2:31][C@H:30]2[OH:34])=[CH:26][CH:25]=1. The yield is 0.880.